From a dataset of Forward reaction prediction with 1.9M reactions from USPTO patents (1976-2016). Predict the product of the given reaction. (1) Given the reactants [CH3:1][O:2][C:3]([C:5]1[C:9]([C:10]2[CH:15]=[CH:14][C:13]([F:16])=[CH:12][CH:11]=2)=[N:8][NH:7][N:6]=1)=[O:4].[H-].[Na+].O.[CH2:20]1COCC1, predict the reaction product. The product is: [CH3:1][O:2][C:3]([C:5]1[NH:6][NH:7][N:8]([CH3:20])[C:9]=1[C:10]1[CH:15]=[CH:14][C:13]([F:16])=[CH:12][CH:11]=1)=[O:4]. (2) Given the reactants [F:1][C:2]1[CH:7]=[CH:6][C:5]([CH2:8][C:9]2[CH:18]=[C:17]3[C:12]([C:13]([OH:34])=[C:14]([C:29](OCC)=[O:30])[C:15](=[O:28])[N:16]3[CH2:19][CH2:20][CH2:21][N:22]3[CH2:26][CH2:25][CH2:24][C:23]3=[O:27])=[N:11][CH:10]=2)=[CH:4][CH:3]=1.[CH2:35]([CH2:37][NH2:38])[OH:36], predict the reaction product. The product is: [F:1][C:2]1[CH:3]=[CH:4][C:5]([CH2:8][C:9]2[CH:18]=[C:17]3[C:12]([C:13]([OH:34])=[C:14]([C:29]([NH:38][CH2:37][CH2:35][OH:36])=[O:30])[C:15](=[O:28])[N:16]3[CH2:19][CH2:20][CH2:21][N:22]3[CH2:26][CH2:25][CH2:24][C:23]3=[O:27])=[N:11][CH:10]=2)=[CH:6][CH:7]=1. (3) Given the reactants [N+:1]([C:4]1[CH:5]=[C:6]([C:10]2[O:14][CH:13]=[N:12][CH:11]=2)[CH:7]=[CH:8][CH:9]=1)([O-])=O.[OH-].[Na+], predict the reaction product. The product is: [O:14]1[C:10]([C:6]2[CH:5]=[C:4]([NH2:1])[CH:9]=[CH:8][CH:7]=2)=[CH:11][N:12]=[CH:13]1.[NH2:1][C:4]1[CH:5]=[CH:6][CH:7]=[CH:8][CH:9]=1. (4) Given the reactants C(O)=O.C(OC(=O)[NH:10][CH:11]1[CH2:15][CH2:14][N:13]([CH2:16][C:17]2[O:18][C:19]3[CH:25]=[C:24]([O:26][C:27]4[S:28][C:29]5[C:30]([N:35]=4)=[N:31][CH:32]=[CH:33][CH:34]=5)[CH:23]=[CH:22][C:20]=3[CH:21]=2)[CH2:12]1)(C)(C)C.[ClH:37].O1CCOCC1, predict the reaction product. The product is: [ClH:37].[S:28]1[C:29]2[C:30](=[N:31][CH:32]=[CH:33][CH:34]=2)[N:35]=[C:27]1[O:26][C:24]1[CH:23]=[CH:22][C:20]2[CH:21]=[C:17]([CH2:16][N:13]3[CH2:14][CH2:15][CH:11]([NH2:10])[CH2:12]3)[O:18][C:19]=2[CH:25]=1. (5) Given the reactants [CH3:1][C:2]1[C:10]2[C:5](=[CH:6][CH:7]=[C:8]([CH:11]=O)[CH:9]=2)[NH:4][N:3]=1.[C:13](/[CH:15]=[C:16](\[O-:18])/[CH3:17])#[N:14].[Na+].C(O)(=O)C.N1CCCCC1, predict the reaction product. The product is: [CH3:1][C:2]1[C:10]2[C:5](=[CH:6][CH:7]=[C:8](/[CH:11]=[C:15](/[C:16](=[O:18])[CH3:17])\[C:13]#[N:14])[CH:9]=2)[NH:4][N:3]=1.